From a dataset of Catalyst prediction with 721,799 reactions and 888 catalyst types from USPTO. Predict which catalyst facilitates the given reaction. (1) Reactant: [Cl:1][C:2]1[CH:3]=[C:4]2[C:9](=[CH:10][CH:11]=1)[N:8]=[CH:7][N:6]=[C:5]2O.P(Cl)(Cl)([Cl:15])=O.C(N(CC)CC)C.C1(C)C=CC=CC=1. Product: [Cl:15][C:5]1[C:4]2[C:9](=[CH:10][CH:11]=[C:2]([Cl:1])[CH:3]=2)[N:8]=[CH:7][N:6]=1. The catalyst class is: 2. (2) Reactant: C(=O)([O-])[O-].[K+].[K+].[F:7][C:8]1[C:16]([N+:17]([O-:19])=[O:18])=[CH:15][CH:14]=[C:13]2[C:9]=1[CH2:10][CH2:11][NH:12]2.[CH2:20](Br)[CH3:21]. The catalyst class is: 21. Product: [CH2:20]([N:12]1[C:13]2[C:9](=[C:8]([F:7])[C:16]([N+:17]([O-:19])=[O:18])=[CH:15][CH:14]=2)[CH2:10][CH2:11]1)[CH3:21]. (3) Reactant: [Cl:1][C:2]1[CH:3]=[C:4]([C:15]([OH:17])=O)[C:5]2[C:10]([CH3:11])=[N:9][N:8]([CH:12]3[CH2:14][CH2:13]3)[C:6]=2[N:7]=1.[NH2:18][CH2:19][C:20]1[C:21](=[O:28])[NH:22][C:23]([CH3:27])=[CH:24][C:25]=1[CH3:26].ON1C2N=CC=CC=2N=N1.C(Cl)CCl.CN1CCOCC1. Product: [Cl:1][C:2]1[CH:3]=[C:4]([C:15]([NH:18][CH2:19][C:20]2[C:21](=[O:28])[NH:22][C:23]([CH3:27])=[CH:24][C:25]=2[CH3:26])=[O:17])[C:5]2[C:10]([CH3:11])=[N:9][N:8]([CH:12]3[CH2:13][CH2:14]3)[C:6]=2[N:7]=1. The catalyst class is: 58. (4) Reactant: Br[C:2]1[CH:3]=[CH:4][C:5]([O:21][CH3:22])=[C:6]([NH:8][C:9]2[S:10][CH:11]=[C:12]([C:14]3[S:18][C:17]([CH3:19])=[N:16][C:15]=3[CH3:20])[N:13]=2)[CH:7]=1.[C:23]([C:26]1[S:30][C:29](B(O)O)=[CH:28][CH:27]=1)(=[O:25])[CH3:24].C(Cl)Cl.C([O-])([O-])=O.[K+].[K+]. Product: [CH3:19][C:17]1[S:18][C:14]([C:12]2[N:13]=[C:9]([NH:8][C:6]3[CH:7]=[C:2]([C:29]4[S:30][C:26]([C:23](=[O:25])[CH3:24])=[CH:27][CH:28]=4)[CH:3]=[CH:4][C:5]=3[O:21][CH3:22])[S:10][CH:11]=2)=[C:15]([CH3:20])[N:16]=1. The catalyst class is: 117. (5) Reactant: [Cl:1][C:2]1[CH:7]=[CH:6][N:5]=[CH:4][C:3]=1[CH:8]([C:10]1[CH:15]=[CH:14][C:13]([CH2:16][CH3:17])=[CH:12][CH:11]=1)[OH:9].CC(OI1(OC(C)=O)(OC(C)=O)OC(=O)C2C1=CC=CC=2)=O. Product: [Cl:1][C:2]1[CH:7]=[CH:6][N:5]=[CH:4][C:3]=1[C:8](=[O:9])[C:10]1[CH:15]=[CH:14][C:13]([CH2:16][CH3:17])=[CH:12][CH:11]=1. The catalyst class is: 22. (6) Reactant: [Si]([O:8][C@@H:9]([CH3:42])[C@@H:10]([NH:31][C:32]1[CH:39]=[CH:38][C:35]([C:36]#[N:37])=[C:34]([Cl:40])[C:33]=1[CH3:41])[C:11]1[O:12][C:13]([C:16]2[CH:21]=[CH:20][C:19]([F:22])=[C:18]([O:23][Si](C(C)(C)C)(C)C)[CH:17]=2)=[N:14][N:15]=1)(C(C)(C)C)(C)C.CCCC[N+](CCCC)(CCCC)CCCC.[F-].[NH4+].[Cl-]. Product: [Cl:40][C:34]1[C:33]([CH3:41])=[C:32]([NH:31][C@@H:10]([C:11]2[O:12][C:13]([C:16]3[CH:21]=[CH:20][C:19]([F:22])=[C:18]([OH:23])[CH:17]=3)=[N:14][N:15]=2)[C@@H:9]([OH:8])[CH3:42])[CH:39]=[CH:38][C:35]=1[C:36]#[N:37]. The catalyst class is: 1.